This data is from Catalyst prediction with 721,799 reactions and 888 catalyst types from USPTO. The task is: Predict which catalyst facilitates the given reaction. (1) Reactant: [NH2:1][C@H:2]([C:10]([OH:12])=[O:11])[CH2:3][C:4]1[CH:9]=[CH:8][CH:7]=[CH:6][CH:5]=1.[CH2:13]=O.S(=O)(=O)(O)O. Product: [CH2:13]1[C:9]2[C:4](=[CH:5][CH:6]=[CH:7][CH:8]=2)[CH2:3][C@@H:2]([C:10]([OH:12])=[O:11])[NH:1]1. The catalyst class is: 33. (2) Reactant: Cl.[Cl:2][C:3]1[CH:4]=[C:5]2[C:9](=[CH:10][CH:11]=1)[NH:8][CH:7]=[C:6]2[CH2:12][CH2:13][NH2:14].[C:15]1([C:21]2[O:25][CH:24]=[N:23][C:22]=2[C:26](Cl)=[O:27])[CH:20]=[CH:19][CH:18]=[CH:17][CH:16]=1.C(N(CC)CC)C.C(OCC)(=O)C. Product: [Cl:2][C:3]1[CH:4]=[C:5]2[C:9](=[CH:10][CH:11]=1)[NH:8][CH:7]=[C:6]2[CH2:12][CH2:13][NH:14][C:26]([C:22]1[N:23]=[CH:24][O:25][C:21]=1[C:15]1[CH:16]=[CH:17][CH:18]=[CH:19][CH:20]=1)=[O:27]. The catalyst class is: 4. (3) Reactant: [C:1]1([C:7]2[N:12]3[N:13]=[C:14]([NH:16][C:17]4[CH:25]=[C:24]5[C:20](C=NN5C5CCCCO5)=[CH:19][CH:18]=4)[N:15]=[C:11]3[CH:10]=[CH:9][CH:8]=2)[CH:6]=[CH:5][CH:4]=[CH:3][CH:2]=1.[CH3:32][O:33][C:34]1[CH:52]=[CH:51][C:37]([CH2:38][NH:39][C:40]2[CH:49]=[CH:48]C3C(=CC=C(N)C=3)[N:41]=2)=[CH:36][CH:35]=1.CC(C)([O-])C.[K+]. Product: [CH3:32][O:33][C:34]1[CH:52]=[CH:51][C:37]([CH2:38][NH:39][C:40]2[CH:49]=[CH:48][C:24]3[C:20](=[CH:19][CH:18]=[C:17]([NH:16][C:14]4[N:15]=[C:11]5[CH:10]=[CH:9][CH:8]=[C:7]([C:1]6[CH:2]=[CH:3][CH:4]=[CH:5][CH:6]=6)[N:12]5[N:13]=4)[CH:25]=3)[N:41]=2)=[CH:36][CH:35]=1. The catalyst class is: 55. (4) Reactant: [OH:1][C:2]([C@H:5]1[CH2:8][C@H:7]([NH:9]C(=O)OC(C)(C)C)[CH2:6]1)([CH3:4])[CH3:3].C(O)(C(F)(F)F)=O. Product: [NH2:9][C@H:7]1[CH2:8][C@H:5]([C:2]([OH:1])([CH3:4])[CH3:3])[CH2:6]1. The catalyst class is: 2. (5) Reactant: [OH-].[K+].[O:3]=[C:4]([CH2:10][CH3:11])[CH2:5][C:6]([O:8][CH3:9])=[O:7].Cl[C:13]1[C:18]([Cl:19])=[CH:17][C:16]([C:20]([F:23])([F:22])[F:21])=[CH:15][N:14]=1. Product: [Cl:19][C:18]1[C:13]([CH:5]([C:4](=[O:3])[CH2:10][CH3:11])[C:6]([O:8][CH3:9])=[O:7])=[N:14][CH:15]=[C:16]([C:20]([F:22])([F:21])[F:23])[CH:17]=1. The catalyst class is: 3. (6) Reactant: [CH3:1][N:2]([C:12]1[CH:17]=[CH:16][C:15]([N+:18]([O-:20])=[O:19])=[CH:14][N:13]=1)[C:3]1[CH:11]=[CH:10][C:6]([C:7]([OH:9])=O)=[CH:5][CH:4]=1.[CH2:21]([N:28]1[CH2:33][CH2:32][NH:31][CH2:30][CH2:29]1)[C:22]1[CH:27]=[CH:26][CH:25]=[CH:24][CH:23]=1.[CH2:34](N(CC)CC)C.C(P(=O)(OCC)OCC)#N. Product: [CH2:21]([N:28]1[CH2:33][CH2:32][N:31]([CH2:34][C:7]([C:6]2[CH:5]=[CH:4][C:3]([N:2]([CH3:1])[C:12]3[CH:17]=[CH:16][C:15]([N+:18]([O-:20])=[O:19])=[CH:14][N:13]=3)=[CH:11][CH:10]=2)=[O:9])[CH2:30][CH2:29]1)[C:22]1[CH:23]=[CH:24][CH:25]=[CH:26][CH:27]=1. The catalyst class is: 18. (7) Reactant: C([N:14]1[CH2:17][CH:16]([N:18]2[CH2:23][CH2:22][CH:21]([C:24]([F:27])([F:26])[F:25])[CH2:20][CH2:19]2)[CH2:15]1)(C1C=CC=CC=1)C1C=CC=CC=1.C([O-])=O.[NH4+]. Product: [NH:14]1[CH2:17][CH:16]([N:18]2[CH2:23][CH2:22][CH:21]([C:24]([F:27])([F:26])[F:25])[CH2:20][CH2:19]2)[CH2:15]1. The catalyst class is: 63. (8) Reactant: C(OC(=O)[CH2:5][CH:6]1[CH2:11][CH2:10][C:9]([N:18]([CH3:20])[CH3:19])([C:12]2[CH:17]=[CH:16][CH:15]=[CH:14][CH:13]=2)[CH2:8][CH:7]1C[N+]([O-])=O)C.[Cl-].[NH4+:27].O.[CH2:29]([OH:31])[CH3:30]. Product: [CH3:19][N:18]([CH3:20])[C:9]1([C:12]2[CH:17]=[CH:16][CH:15]=[CH:14][CH:13]=2)[CH2:10][CH2:11][C:6]2([CH2:30][C:29](=[O:31])[NH:27][CH2:5]2)[CH2:7][CH2:8]1. The catalyst class is: 292. (9) Reactant: [Br:1][C:2]1[CH:10]=[CH:9][CH:8]=[C:7]([CH3:11])[C:3]=1[C:4]([OH:6])=[O:5].[C:12]([O-])([O-])=O.[K+].[K+].CI. Product: [CH3:12][O:5][C:4](=[O:6])[C:3]1[C:7]([CH3:11])=[CH:8][CH:9]=[CH:10][C:2]=1[Br:1]. The catalyst class is: 21. (10) Reactant: [Br:1][C:2]1[CH:7]=[C:6]([Cl:8])[CH:5]=[C:4]([CH2:9]Br)[CH:3]=1.[C:11]1(=[O:21])[NH:15][C:14](=[O:16])[C:13]2=[CH:17][CH:18]=[CH:19][CH:20]=[C:12]12.[K]. Product: [Br:1][C:2]1[CH:3]=[C:4]([CH:5]=[C:6]([Cl:8])[CH:7]=1)[CH2:9][N:15]1[C:11](=[O:21])[C:12]2[C:13](=[CH:17][CH:18]=[CH:19][CH:20]=2)[C:14]1=[O:16]. The catalyst class is: 3.